Dataset: Forward reaction prediction with 1.9M reactions from USPTO patents (1976-2016). Task: Predict the product of the given reaction. (1) Given the reactants [CH2:1]1[C:9]2[C:4](=[CH:5][CH:6]=[CH:7][CH:8]=2)[CH2:3][C:2]1=O.[NH:11]1[C:19]2[C:14](=[CH:15][CH:16]=[CH:17][CH:18]=2)[CH2:13][C:12]1=[O:20].N1CCCCC1.O, predict the reaction product. The product is: [C:1]1(=[C:13]2[C:14]3[C:19](=[CH:18][CH:17]=[CH:16][CH:15]=3)[NH:11][C:12]2=[O:20])[C:9]2[C:4](=[CH:5][CH:6]=[CH:7][CH:8]=2)[CH2:3][CH2:2]1. (2) Given the reactants [C:1]([C:3]1[CH:8]=[CH:7][C:6]([C:9]2[N:13]3[CH:14]=[C:15]([C:18]4[CH:26]=[CH:25][C:21]([C:22]([OH:24])=O)=[CH:20][CH:19]=4)[CH:16]=[CH:17][C:12]3=[N:11][CH:10]=2)=[CH:5][CH:4]=1)#[N:2].CN(C(ON1N=NC2C=CC=NC1=2)=[N+](C)C)C.F[P-](F)(F)(F)(F)F.CN1CCOCC1.[O:58]=[C:59]1[CH2:64][NH:63][CH2:62][CH2:61][NH:60]1, predict the reaction product. The product is: [O:58]=[C:59]1[NH:60][CH2:61][CH2:62][N:63]([C:22]([C:21]2[CH:20]=[CH:19][C:18]([C:15]3[CH:16]=[CH:17][C:12]4[N:13]([C:9]([C:6]5[CH:7]=[CH:8][C:3]([C:1]#[N:2])=[CH:4][CH:5]=5)=[CH:10][N:11]=4)[CH:14]=3)=[CH:26][CH:25]=2)=[O:24])[CH2:64]1. (3) Given the reactants Br[C:2]1[CH:3]=[C:4]([O:9][CH:10]([C:12]2[C:17]([Cl:18])=[CH:16][CH:15]=[C:14]([F:19])[C:13]=2[Cl:20])[CH3:11])[C:5]([NH2:8])=[N:6][CH:7]=1.Br[C:22]1[CH:27]=[CH:26][C:25](B(O)O)=[C:24]([O:31][CH3:32])[CH:23]=1.[CH3:33][PH:34](=[O:36])[CH3:35], predict the reaction product. The product is: [Cl:20][C:13]1[C:14]([F:19])=[CH:15][CH:16]=[C:17]([Cl:18])[C:12]=1[CH:10]([O:9][C:4]1[C:5]([NH2:8])=[N:6][CH:7]=[C:2]([C:25]2[CH:26]=[CH:27][C:22]([P:34]([CH3:35])([CH3:33])=[O:36])=[CH:23][C:24]=2[O:31][CH3:32])[CH:3]=1)[CH3:11]. (4) Given the reactants [Cl:1][C:2]1[CH:7]=[CH:6][C:5]([C:8]2[N:13]=[C:12]([C:14]([O:16]C)=[O:15])[CH:11]=[N:10][C:9]=2[O:18][C@@H:19]([CH3:24])[C:20]([F:23])([F:22])[F:21])=[CH:4][CH:3]=1.[Li+].[OH-].O, predict the reaction product. The product is: [Cl:1][C:2]1[CH:7]=[CH:6][C:5]([C:8]2[N:13]=[C:12]([C:14]([OH:16])=[O:15])[CH:11]=[N:10][C:9]=2[O:18][C@@H:19]([CH3:24])[C:20]([F:22])([F:21])[F:23])=[CH:4][CH:3]=1. (5) Given the reactants [CH3:1][N:2]1[CH2:7][CH2:6][C:5]([CH2:9][N+:10]([O-])=O)([OH:8])[CH2:4][CH2:3]1, predict the reaction product. The product is: [NH2:10][CH2:9][C:5]1([OH:8])[CH2:6][CH2:7][N:2]([CH3:1])[CH2:3][CH2:4]1. (6) The product is: [CH3:28][O:30][C:22]1[N:21]=[N:20][C:19]([N:10]2[C:11]([C:13]3[CH:18]=[N:17][CH:16]=[CH:15][N:14]=3)=[CH:12][C:8]([C:6]([OH:5])=[O:7])=[N:9]2)=[CH:24][CH:23]=1. Given the reactants C[O-].[Na+].C[O:5][C:6]([C:8]1[CH:12]=[C:11]([C:13]2[CH:18]=[N:17][CH:16]=[CH:15][N:14]=2)[N:10]([C:19]2[N:20]=[N:21][C:22](Cl)=[CH:23][CH:24]=2)[N:9]=1)=[O:7].[OH-].[Na+].[CH2:28]([O:30]CC)C, predict the reaction product.